This data is from Forward reaction prediction with 1.9M reactions from USPTO patents (1976-2016). The task is: Predict the product of the given reaction. (1) Given the reactants Br[C:2]1[CH:7]=[CH:6][C:5]([CH2:8][C:9]2[C:10]([O:15][C@@H:16]3[O:33][C@H:32]([CH2:34][O:35][C:36](=[O:38])[CH3:37])[C@@H:27]([O:28][C:29](=[O:31])[CH3:30])[C@H:22]([O:23][C:24](=[O:26])[CH3:25])[C@H:17]3[O:18][C:19](=[O:21])[CH3:20])=[N:11][NH:12][C:13]=2[CH3:14])=[CH:4][CH:3]=1.[F:39][C:40]1[CH:45]=[CH:44][C:43](B(O)O)=[CH:42][CH:41]=1.[F-].[Cs+], predict the reaction product. The product is: [F:39][C:40]1[CH:45]=[CH:44][C:43]([C:2]2[CH:3]=[CH:4][C:5]([CH2:8][C:9]3[C:10]([O:15][C@@H:16]4[O:33][C@H:32]([CH2:27][O:28][C:29](=[O:31])[CH3:30])[C@@H:34]([O:35][C:36](=[O:38])[CH3:37])[C@H:22]([O:23][C:24](=[O:26])[CH3:25])[C@H:17]4[O:18][C:19](=[O:21])[CH3:20])=[N:11][NH:12][C:13]=3[CH3:14])=[CH:6][CH:7]=2)=[CH:42][CH:41]=1. (2) Given the reactants [N:1]1([C:10]2[N:18]=[C:17](Cl)[N:16]=[C:15]3[C:11]=2[N:12]=[CH:13][NH:14]3)[C:5]2[CH:6]=[CH:7][CH:8]=[CH:9][C:4]=2[N:3]=[CH:2]1.[NH2:20][CH:21]([CH2:24][OH:25])[CH2:22][OH:23], predict the reaction product. The product is: [N:1]1([C:10]2[N:18]=[C:17]([NH:20][CH:21]([CH2:24][OH:25])[CH2:22][OH:23])[N:16]=[C:15]3[C:11]=2[N:12]=[CH:13][NH:14]3)[C:5]2[CH:6]=[CH:7][CH:8]=[CH:9][C:4]=2[N:3]=[CH:2]1. (3) Given the reactants COC1C=CC(C[CH:10]2[C:19](=[O:20])[C:18]3[C:13](=CC(O)=[C:16](OC)[C:17]=3[OH:21])[O:12][CH2:11]2)=CC=1O.[C:26](OC(=O)C)(=[O:28])C.B(F)(F)F.[O:37]([CH2:40]C)[CH2:38][CH3:39], predict the reaction product. The product is: [OH:20][C:19]1[C:18]([C:17](=[O:21])[CH3:16])=[C:13]([O:12][CH3:11])[C:39]([O:28][CH3:26])=[C:38]([O:37][CH3:40])[CH:10]=1. (4) Given the reactants [OH:1][C:2]1[C:3]([CH2:19][OH:20])=[C:4]([CH2:9][NH:10][C:11]2[CH:18]=[CH:17][C:14]([C:15]#[N:16])=[CH:13][CH:12]=2)[CH:5]=[N:6][C:7]=1[CH3:8].Br[CH2:22][C:23]1[CH:28]=[CH:27][C:26]([C:29]#[N:30])=[CH:25][CH:24]=1, predict the reaction product. The product is: [C:29]([C:26]1[CH:27]=[CH:28][C:23]([CH2:22][O:1][C:2]2[C:3]([CH2:19][OH:20])=[C:4]([CH2:9][NH:10][C:11]3[CH:18]=[CH:17][C:14]([C:15]#[N:16])=[CH:13][CH:12]=3)[CH:5]=[N:6][C:7]=2[CH3:8])=[CH:24][CH:25]=1)#[N:30].